This data is from Hepatocyte clearance measurements from AstraZeneca. The task is: Regression/Classification. Given a drug SMILES string, predict its absorption, distribution, metabolism, or excretion properties. Task type varies by dataset: regression for continuous measurements (e.g., permeability, clearance, half-life) or binary classification for categorical outcomes (e.g., BBB penetration, CYP inhibition). For this dataset (clearance_hepatocyte_az), we predict log10(clearance) (log10 of the in vitro intrinsic clearance, CLint, in uL/min per 10^6 hepatocytes; values are censored to the assay range of 3 to 150, which is 0.477 to 2.18 on this log10 scale). (1) The drug is CC1(C)[C@@H]2CC[C@@]1(CS(=O)(=O)N1CCN(c3ccc(C(F)(F)F)cn3)CC1)C(=O)C2. The log10(clearance) is 2.15. (2) The compound is Cc1ccc(S(=O)(=O)Nc2c(C(=O)N(C)C3CCCCC3)cnn2-c2ccccc2)cc1. The log10(clearance) is 1.69. (3) The molecule is CNC(=C[N+](=O)[O-])NCCSCc1ccc(CN(C)C)o1. The log10(clearance) is 0.480. (4) The drug is N[C@@H](C(=O)N[C@@H]1C(=O)N2C(C(=O)O)=C(Cl)CC[C@H]12)c1ccccc1. The log10(clearance) is 0.480. (5) The drug is CCOC(=O)c1c(C)n(Cc2ccco2)c2ccc(O)cc12. The log10(clearance) is 2.18. (6) The drug is CC(C)(C)NC(=O)[C@@H]1CN(Cc2cccnc2)CCN1C[C@@H](O)C[C@@H](Cc1ccccc1)C(=O)N[C@H]1c2ccccc2C[C@H]1O. The log10(clearance) is 1.01. (7) The drug is O=C(O)c1cncc(-c2ccc(Cl)c(C(=O)NCC34CC5CC(CC(C5)C3)C4)c2)c1. The log10(clearance) is 0.850. (8) The compound is COc1cc2nnc(C(N)=O)c(Nc3ccc(F)cc3F)c2cc1N1CCN(C)CC1. The log10(clearance) is 1.20. (9) The compound is O=C(Nc1ccncc1)c1cccc2ccccc12. The log10(clearance) is 1.40. (10) The compound is COc1ccc(CCO[C@@H]2CCCC[C@H]2N2CC[C@@H](O)C2)cc1OC. The log10(clearance) is 0.810.